Dataset: Full USPTO retrosynthesis dataset with 1.9M reactions from patents (1976-2016). Task: Predict the reactants needed to synthesize the given product. (1) Given the product [CH2:13]([O:15][C:16]([CH2:18][CH2:19][CH2:20][O:21][C:22]1[CH:27]=[C:26]([CH3:28])[C:25]([S:29]([NH:11][C:4](=[NH:12])[C:5]2[CH:10]=[CH:9][CH:8]=[CH:7][CH:6]=2)(=[O:31])=[O:30])=[C:24]([CH3:33])[C:23]=1[CH3:34])=[O:17])[CH3:14], predict the reactants needed to synthesize it. The reactants are: [OH-].[Na+].Cl.[C:4]([NH2:12])(=[NH:11])[C:5]1[CH:10]=[CH:9][CH:8]=[CH:7][CH:6]=1.[CH2:13]([O:15][C:16]([CH2:18][CH2:19][CH2:20][O:21][C:22]1[CH:27]=[C:26]([CH3:28])[C:25]([S:29](Cl)(=[O:31])=[O:30])=[C:24]([CH3:33])[C:23]=1[CH3:34])=[O:17])[CH3:14]. (2) Given the product [ClH:27].[NH2:8][C@H:9]([CH2:14][S:15][CH2:16][CH2:17][CH2:18][C:19]1[CH:24]=[CH:23][C:22]([C:25]#[N:26])=[CH:21][CH:20]=1)[C:10]([O:12][CH3:13])=[O:11], predict the reactants needed to synthesize it. The reactants are: C(OC([NH:8][C@H:9]([CH2:14][S:15][CH2:16][CH2:17][CH2:18][C:19]1[CH:24]=[CH:23][C:22]([C:25]#[N:26])=[CH:21][CH:20]=1)[C:10]([O:12][CH3:13])=[O:11])=O)(C)(C)C.[ClH:27]. (3) Given the product [NH2:1][CH2:4][C:5]1[N:6]=[CH:7][N:8]([C:10]2[CH:11]=[CH:12][C:13]([N:16]3[CH:21]=[CH:20][CH:19]=[CH:18][C:17]3=[O:22])=[CH:14][CH:15]=2)[CH:9]=1, predict the reactants needed to synthesize it. The reactants are: [N:1]([CH2:4][C:5]1[N:6]=[CH:7][N:8]([C:10]2[CH:15]=[CH:14][C:13]([N:16]3[CH:21]=[CH:20][CH:19]=[CH:18][C:17]3=[O:22])=[CH:12][CH:11]=2)[CH:9]=1)=[N+]=[N-].Cl[Sn]Cl. (4) Given the product [NH2:1][C:2]1[N:7]=[C:6]([N:8]2[C@H:13]([CH3:14])[CH2:12][CH2:11][C@H:10]([C:15]([NH:67][CH2:60][C:61]3[CH:66]=[CH:65][CH:64]=[CH:63][CH:62]=3)=[O:17])[CH2:9]2)[CH:5]=[C:4]([C:18]2[CH:23]=[CH:22][C:21]([C:24]#[N:25])=[C:20]([F:26])[CH:19]=2)[N:3]=1, predict the reactants needed to synthesize it. The reactants are: [NH2:1][C:2]1[N:7]=[C:6]([N:8]2[C@H:13]([CH3:14])[CH2:12][CH2:11][C@H:10]([C:15]([OH:17])=O)[CH2:9]2)[CH:5]=[C:4]([C:18]2[CH:23]=[CH:22][C:21]([C:24]#[N:25])=[C:20]([F:26])[CH:19]=2)[N:3]=1.CN(C(ON1N=NC2C=CC=NC1=2)=[N+](C)C)C.F[P-](F)(F)(F)(F)F.CCN(C(C)C)C(C)C.[CH2:60]([NH2:67])[C:61]1[CH:66]=[CH:65][CH:64]=[CH:63][CH:62]=1. (5) The reactants are: [Cl:1][C:2]1[CH:7]=[C:6]([N+:8]([O-:10])=[O:9])[CH:5]=[C:4]([Cl:11])[C:3]=1[N:12]=[C:13]=[S:14].[CH3:15][CH:16]([NH2:19])[CH2:17][CH3:18].Cl[CH2:21][C:22](O)=[O:23]. Given the product [Cl:1][C:2]1[CH:7]=[C:6]([N+:8]([O-:10])=[O:9])[CH:5]=[C:4]([Cl:11])[C:3]=1[N:12]=[C:13]1[N:19]([CH:16]([CH2:17][CH3:18])[CH3:15])[C:22](=[O:23])[CH2:21][S:14]1, predict the reactants needed to synthesize it. (6) Given the product [CH3:1][O:2][C:3]1[CH:4]=[C:5]2[C:10](=[CH:11][C:12]=1[O:13][CH3:14])[N:9]=[CH:8][CH:7]=[C:6]2[O:15][C:16]1[CH:22]=[CH:21][C:19]([NH:20][C:29]([NH:37][N:38]2[CH2:43][CH2:42][CH2:41][CH2:40][CH2:39]2)=[O:35])=[C:18]([O:23][CH3:24])[CH:17]=1, predict the reactants needed to synthesize it. The reactants are: [CH3:1][O:2][C:3]1[CH:4]=[C:5]2[C:10](=[CH:11][C:12]=1[O:13][CH3:14])[N:9]=[CH:8][CH:7]=[C:6]2[O:15][C:16]1[CH:22]=[CH:21][C:19]([NH2:20])=[C:18]([O:23][CH3:24])[CH:17]=1.ClC(Cl)(O[C:29](=[O:35])OC(Cl)(Cl)Cl)Cl.[NH2:37][N:38]1[CH2:43][CH2:42][CH2:41][CH2:40][CH2:39]1.C(=O)(O)[O-].[Na+].